Dataset: Full USPTO retrosynthesis dataset with 1.9M reactions from patents (1976-2016). Task: Predict the reactants needed to synthesize the given product. (1) Given the product [CH3:10][O:11][C:12]1[CH:17]=[CH:16][C:15]([O:18][CH3:19])=[CH:14][C:13]=1[CH:20]([F:7])[CH2:21][N:22]1[CH2:27][CH2:26][CH:25]([N:28]2[C:36]3[C:31](=[CH:32][CH:33]=[C:34]([C:37]([NH2:39])=[O:38])[CH:35]=3)[CH:30]=[CH:29]2)[CH2:24][CH2:23]1, predict the reactants needed to synthesize it. The reactants are: C(N(S(F)(F)[F:7])CC)C.[CH3:10][O:11][C:12]1[CH:17]=[CH:16][C:15]([O:18][CH3:19])=[CH:14][C:13]=1[CH:20](O)[CH2:21][N:22]1[CH2:27][CH2:26][CH:25]([N:28]2[C:36]3[C:31](=[CH:32][CH:33]=[C:34]([C:37]([NH2:39])=[O:38])[CH:35]=3)[CH:30]=[CH:29]2)[CH2:24][CH2:23]1.O.C(=O)(O)[O-].[Na+]. (2) Given the product [N:1]1[N:2]([C:6]2[CH:38]=[CH:37][CH:36]=[CH:35][C:7]=2[C:8]([N:10]2[C@H:15]([CH3:16])[CH2:14][CH2:13][C@@H:12]([C:17]([NH:19][CH:20]([C:29]3[CH:34]=[CH:33][CH:32]=[CH:31][CH:30]=3)[C:21](=[O:28])[C:22]3[CH:23]=[CH:24][CH:25]=[CH:26][CH:27]=3)=[O:18])[CH2:11]2)=[O:9])[N:3]=[CH:4][CH:5]=1, predict the reactants needed to synthesize it. The reactants are: [N:1]1[N:2]([C:6]2[CH:38]=[CH:37][CH:36]=[CH:35][C:7]=2[C:8]([N:10]2[C@H:15]([CH3:16])[CH2:14][CH2:13][C@@H:12]([C:17]([NH:19][CH:20]([C:29]3[CH:34]=[CH:33][CH:32]=[CH:31][CH:30]=3)[CH:21]([OH:28])[C:22]3[CH:27]=[CH:26][CH:25]=[CH:24][CH:23]=3)=[O:18])[CH2:11]2)=[O:9])[N:3]=[CH:4][CH:5]=1.CC(OI1(OC(C)=O)(OC(C)=O)OC(=O)C2C=CC=CC1=2)=O.O. (3) Given the product [CH2:20]([O:12][C:11]1[CH:10]=[C:9]2[C:4]([CH2:5][CH2:6][CH:7]([C:13]([O:15][CH3:16])=[O:14])[O:8]2)=[CH:3][C:2]=1[Cl:1])[C:21]1[CH:26]=[CH:25][CH:24]=[CH:23][CH:22]=1, predict the reactants needed to synthesize it. The reactants are: [Cl:1][C:2]1[CH:3]=[C:4]2[C:9](=[CH:10][C:11]=1[OH:12])[O:8][CH:7]([C:13]([O:15][CH2:16]C)=[O:14])[CH2:6][CH2:5]2.[H-].[Na+].[CH2:20](Br)[C:21]1[CH:26]=[CH:25][CH:24]=[CH:23][CH:22]=1. (4) Given the product [CH2:1]([O:3][C:4]([C@@H:6]1[C@@H:10]([NH:11][C:12]([C:50]2[S:51][C:47]([Cl:46])=[CH:48][CH:49]=2)=[O:14])[CH2:9][N:8]([C:21]([O:23][C:24]([CH3:25])([CH3:26])[CH3:27])=[O:22])[CH2:7]1)=[O:5])[CH3:2], predict the reactants needed to synthesize it. The reactants are: [CH2:1]([O:3][C:4]([C@@H:6]1[C@@H:10]([NH:11][C:12]([O:14]CC[Si](C)(C)C)=O)[CH2:9][N:8]([C:21]([O:23][C:24]([CH3:27])([CH3:26])[CH3:25])=[O:22])[CH2:7]1)=[O:5])[CH3:2].CCCC[N+](CCCC)(CCCC)CCCC.[F-].[Cl:46][C:47]1[S:51][C:50](C(O)=O)=[CH:49][CH:48]=1.CN1CCOCC1.ClC(OCC(C)C)=O. (5) Given the product [F:2][C:3]1[CH:4]=[CH:5][C:6]([C:9]2[CH:10]=[N:11][C:12]3[N:13]([C:17]([CH2:20][C:21]4[CH:22]=[CH:23][C:24]([O:27][CH3:28])=[CH:25][CH:26]=4)=[CH:18][N:15]=3)[N:14]=2)=[CH:7][CH:8]=1, predict the reactants needed to synthesize it. The reactants are: Cl.[F:2][C:3]1[CH:8]=[CH:7][C:6]([C:9]2[N:14]=[N:13][C:12]([NH2:15])=[N:11][CH:10]=2)=[CH:5][CH:4]=1.Cl[CH:17]([CH2:20][C:21]1[CH:26]=[CH:25][C:24]([O:27][CH3:28])=[CH:23][CH:22]=1)[CH:18]=O.C(O)CCCC. (6) Given the product [Cl:1][C:2]1[CH:7]=[CH:6][N:5]=[C:4]2[C:3]=1[C:14]1[CH:15]=[CH:16][C:17]([O:19][CH2:20][CH2:21][N:22]3[CH2:23][CH2:24][O:25][CH2:26][CH2:27]3)=[CH:18][C:13]=1[C:12](=[O:11])[NH:8]2, predict the reactants needed to synthesize it. The reactants are: [Cl:1][C:2]1[CH:7]=[CH:6][N:5]=[C:4]([NH2:8])[C:3]=1I.C[O:11][C:12](=O)[C:13]1[CH:18]=[C:17]([O:19][CH2:20][CH2:21][N:22]2[CH2:27][CH2:26][O:25][CH2:24][CH2:23]2)[CH:16]=[CH:15][C:14]=1B1OC(C)(C)C(C)(C)O1.